From a dataset of Catalyst prediction with 721,799 reactions and 888 catalyst types from USPTO. Predict which catalyst facilitates the given reaction. (1) Reactant: Cl.[F:2][C:3]1[CH:8]=[CH:7][C:6]([NH:9][NH2:10])=[CH:5][CH:4]=1.Cl.CN(C)[CH:14]=[CH:15][C:16]([C:18]1[CH:28]=[CH:27][C:21]2[O:22][CH2:23][C:24](=[O:26])[NH:25][C:20]=2[CH:19]=1)=O. Product: [F:2][C:3]1[CH:8]=[CH:7][C:6]([N:9]2[C:16]([C:18]3[CH:28]=[CH:27][C:21]4[O:22][CH2:23][C:24](=[O:26])[NH:25][C:20]=4[CH:19]=3)=[CH:15][CH:14]=[N:10]2)=[CH:5][CH:4]=1. The catalyst class is: 5. (2) Reactant: [NH2:1][C:2]1[C:7]([OH:8])=[CH:6][CH:5]=[CH:4][N:3]=1.[OH-].[Na+].CS(C)=O.Br[CH2:16][C:17]([O:19][C:20]([CH3:23])([CH3:22])[CH3:21])=[O:18]. Product: [NH2:1][C:2]1[C:7]([O:8][CH2:16][C:17]([O:19][C:20]([CH3:23])([CH3:22])[CH3:21])=[O:18])=[CH:6][CH:5]=[CH:4][N:3]=1. The catalyst class is: 24. (3) The catalyst class is: 28. Product: [NH2:12][CH2:2][C:3]1[CH:4]=[CH:5][C:6]([F:11])=[C:7]([CH:10]=1)[C:8]#[N:9]. Reactant: Br[CH2:2][C:3]1[CH:4]=[CH:5][C:6]([F:11])=[C:7]([CH:10]=1)[C:8]#[N:9].[NH3:12].CO.C([O-])([O-])=O.[Na+].[Na+]. (4) Reactant: [Cl:1][C:2]1[CH:3]=[C:4]([C:12]2[O:16][N:15]=[C:14]([C:17]3[C:22]4[CH:23]=[CH:24][O:25][C:21]=4[C:20]([O:26][CH2:27][CH2:28][CH2:29][C:30]([O:32]CC)=[O:31])=[CH:19][CH:18]=3)[N:13]=2)[CH:5]=[CH:6][C:7]=1[O:8][CH:9]([CH3:11])[CH3:10].[OH-].[Na+].Cl. Product: [Cl:1][C:2]1[CH:3]=[C:4]([C:12]2[O:16][N:15]=[C:14]([C:17]3[C:22]4[CH:23]=[CH:24][O:25][C:21]=4[C:20]([O:26][CH2:27][CH2:28][CH2:29][C:30]([OH:32])=[O:31])=[CH:19][CH:18]=3)[N:13]=2)[CH:5]=[CH:6][C:7]=1[O:8][CH:9]([CH3:11])[CH3:10]. The catalyst class is: 8. (5) Reactant: [I:1][C:2]1[CH:7]=[CH:6][NH:5][C:4](=[O:8])[C:3]=1[CH:9]=[O:10].[F:11][C:12]1[CH:17]=[CH:16][C:15](B(O)O)=[CH:14][CH:13]=1.C(O)(=O)CCCCCCCCCCCCC.CC1C=CC=C(C)N=1. Product: [F:11][C:12]1[CH:17]=[CH:16][C:15]([N:5]2[CH:6]=[CH:7][C:2]([I:1])=[C:3]([CH:9]=[O:10])[C:4]2=[O:8])=[CH:14][CH:13]=1. The catalyst class is: 487. (6) Reactant: [C:1]([O:5][C:6]([NH:8][C@@H:9]1[CH2:13][CH2:12][C@:11]([CH:17]([CH3:19])[CH3:18])([C:14]([OH:16])=O)[CH2:10]1)=[O:7])([CH3:4])([CH3:3])[CH3:2].[C:20]1([C:26]2[CH2:27][CH2:28][NH:29][CH2:30][CH:31]=2)[CH:25]=[CH:24][CH:23]=[CH:22][CH:21]=1.C(N(CC)CC)C.F[P-](F)(F)(F)(F)F.N1(O[P+](N(C)C)(N(C)C)N(C)C)C2C=CC=CC=2N=N1. Product: [C:1]([O:5][C:6](=[O:7])[NH:8][C@@H:9]1[CH2:13][CH2:12][C@:11]([CH:17]([CH3:19])[CH3:18])([C:14]([N:29]2[CH2:28][CH:27]=[C:26]([C:20]3[CH:25]=[CH:24][CH:23]=[CH:22][CH:21]=3)[CH2:31][CH2:30]2)=[O:16])[CH2:10]1)([CH3:2])([CH3:3])[CH3:4]. The catalyst class is: 2. (7) Reactant: [N:1]1([C:6]2[CH:26]=[CH:25][C:9]([CH2:10][N:11]3[C:20]4[CH:19]=[CH:18][CH:17]=[CH:16][C:15]=4[C:14]4=[N:21][NH:22][C:23](=[O:24])[C:13]4=[N:12]3)=[CH:8][CH:7]=2)[CH:5]=[CH:4][CH:3]=[N:2]1.I[C:28]1[CH:33]=[CH:32][CH:31]=[C:30]([CH3:34])[C:29]=1[CH3:35].P([O-])([O-])([O-])=O.[K+].[K+].[K+].CN[C@@H]1CCCC[C@H]1NC.C(=O)(O)[O-].[Na+]. Product: [CH3:35][C:29]1[C:30]([CH3:34])=[CH:31][CH:32]=[CH:33][C:28]=1[N:22]1[C:23](=[O:24])[C:13]2=[N:12][N:11]([CH2:10][C:9]3[CH:8]=[CH:7][C:6]([N:1]4[CH:5]=[CH:4][CH:3]=[N:2]4)=[CH:26][CH:25]=3)[C:20]3[CH:19]=[CH:18][CH:17]=[CH:16][C:15]=3[C:14]2=[N:21]1. The catalyst class is: 590. (8) Reactant: Cl[C:2]([O:4][CH2:5][C:6]1[CH:11]=[CH:10][CH:9]=[CH:8][CH:7]=1)=[O:3].[CH3:12][O:13][CH2:14][CH:15]1[NH:22][CH2:21][CH:20]2[N:17]([CH2:18][CH2:19]2)[C:16]1=[O:23].C(N(CC)CC)C. Product: [CH3:12][O:13][CH2:14][CH:15]1[N:22]([C:2]([O:4][CH2:5][C:6]2[CH:11]=[CH:10][CH:9]=[CH:8][CH:7]=2)=[O:3])[CH2:21][CH:20]2[N:17]([CH2:18][CH2:19]2)[C:16]1=[O:23]. The catalyst class is: 247. (9) Reactant: [Cl:1][C:2]1[CH:7]=[CH:6][C:5]([C:8]2[CH:13]=[N:12][N:11]3[C:14](=[O:17])[NH:15][N:16]=[C:10]3[C:9]=2[C:18]2[CH:23]=[CH:22][C:21]([Cl:24])=[CH:20][CH:19]=2)=[CH:4][CH:3]=1.Cl[CH2:26][C:27]([NH:29][C:30]1[CH:35]=[CH:34][C:33]([C:36]([F:39])([F:38])[F:37])=[CH:32][CH:31]=1)=[O:28].C([O-])([O-])=O.[K+].[K+]. Product: [Cl:1][C:2]1[CH:7]=[CH:6][C:5]([C:8]2[CH:13]=[N:12][N:11]3[C:14](=[O:17])[N:15]([CH2:26][C:27]([NH:29][C:30]4[CH:35]=[CH:34][C:33]([C:36]([F:37])([F:38])[F:39])=[CH:32][CH:31]=4)=[O:28])[N:16]=[C:10]3[C:9]=2[C:18]2[CH:23]=[CH:22][C:21]([Cl:24])=[CH:20][CH:19]=2)=[CH:4][CH:3]=1. The catalyst class is: 39.